From a dataset of Catalyst prediction with 721,799 reactions and 888 catalyst types from USPTO. Predict which catalyst facilitates the given reaction. (1) Reactant: [N:1]1([C:7]2[C:8]3[N:9]([CH:15]=[C:16]([C:18]4[CH:23]=[CH:22][N:21]=[CH:20][CH:19]=4)[N:17]=3)[N:10]=[C:11]([NH:13][NH2:14])[CH:12]=2)[CH2:6][CH2:5][O:4][CH2:3][CH2:2]1.[CH3:24][C:25]1[CH:32]=[CH:31][C:28]([CH:29]=O)=[CH:27][CH:26]=1. Product: [CH3:24][C:25]1[CH:32]=[CH:31][C:28]([CH:29]=[N:14][NH:13][C:11]2[CH:12]=[C:7]([N:1]3[CH2:2][CH2:3][O:4][CH2:5][CH2:6]3)[C:8]3[N:9]([CH:15]=[C:16]([C:18]4[CH:23]=[CH:22][N:21]=[CH:20][CH:19]=4)[N:17]=3)[N:10]=2)=[CH:27][CH:26]=1. The catalyst class is: 8. (2) Reactant: Cl[C:2]1[C:11]([C@@H:12]([N:14]2[C:22](=[O:23])[C:21]3[C:16](=[CH:17][CH:18]=[CH:19][CH:20]=3)[C:15]2=[O:24])[CH3:13])=[CH:10][C:9]2[C:4](=[C:5]([Cl:25])[CH:6]=[CH:7][CH:8]=2)[N:3]=1.C([Sn](CCCC)(CCCC)[C:31]1[CH:36]=[CH:35][CH:34]=[CH:33][N:32]=1)CCC. Product: [Cl:25][C:5]1[CH:6]=[CH:7][CH:8]=[C:9]2[C:4]=1[N:3]=[C:2]([C:31]1[CH:36]=[CH:35][CH:34]=[CH:33][N:32]=1)[C:11]([C@@H:12]([N:14]1[C:22](=[O:23])[C:21]3[C:16](=[CH:17][CH:18]=[CH:19][CH:20]=3)[C:15]1=[O:24])[CH3:13])=[CH:10]2. The catalyst class is: 77.